From a dataset of Full USPTO retrosynthesis dataset with 1.9M reactions from patents (1976-2016). Predict the reactants needed to synthesize the given product. (1) The reactants are: [C:1]([O:5][C:6]([NH:8][C@H:9]([C:14]([O:16][CH2:17][O:18][C:19](=[O:43])[N:20]([C:33]1[N:42]=[C:36]2[CH:37]=[CH:38][C:39](Cl)=[CH:40][N:35]2[N:34]=1)[C:21]1[CH:26]=[CH:25][C:24]([S:27]([CH3:30])(=[O:29])=[O:28])=[CH:23][C:22]=1[O:31][CH3:32])=[O:15])[C:10]([CH3:13])([CH3:12])[CH3:11])=[O:7])([CH3:4])([CH3:3])[CH3:2].[F:44][C:45]1[CH:50]=[CH:49][C:48]([C@@H:51]([CH3:64])[C:52]([NH:54][C:55]2[CH:60]=[CH:59][C:58](B(O)O)=[CH:57][CH:56]=2)=[O:53])=[CH:47][CH:46]=1.O.P([O-])([O-])([O-])=O.[K+].[K+].[K+].C1(P(C2CCCCC2)C2C=CC=CC=2C2C(OC)=CC=CC=2OC)CCCCC1. Given the product [C:1]([O:5][C:6]([NH:8][C@H:9]([C:14]([O:16][CH2:17][O:18][C:19](=[O:43])[N:20]([C:33]1[N:42]=[C:36]2[CH:37]=[CH:38][C:39]([C:58]3[CH:57]=[CH:56][C:55]([NH:54][C:52](=[O:53])[C@@H:51]([C:48]4[CH:47]=[CH:46][C:45]([F:44])=[CH:50][CH:49]=4)[CH3:64])=[CH:60][CH:59]=3)=[CH:40][N:35]2[N:34]=1)[C:21]1[CH:26]=[CH:25][C:24]([S:27]([CH3:30])(=[O:29])=[O:28])=[CH:23][C:22]=1[O:31][CH3:32])=[O:15])[C:10]([CH3:13])([CH3:12])[CH3:11])=[O:7])([CH3:4])([CH3:3])[CH3:2], predict the reactants needed to synthesize it. (2) Given the product [CH2:11]([N:1]1[CH2:10][CH2:9][CH:4]([C:5]([O:7][CH3:8])=[O:6])[CH2:3][CH2:2]1)[C:12]1[CH:17]=[CH:16][CH:15]=[CH:14][CH:13]=1, predict the reactants needed to synthesize it. The reactants are: [NH:1]1[CH2:10][CH2:9][CH:4]([C:5]([O:7][CH3:8])=[O:6])[CH2:3][CH2:2]1.[CH2:11](Cl)[C:12]1[CH:17]=[CH:16][CH:15]=[CH:14][CH:13]=1.C([O-])([O-])=O.[K+].[K+]. (3) Given the product [CH3:1][C:2]1[N:3]=[N:4][C:5]2[C:10]([CH:11]=1)=[C:9]([NH:12][C:22]([NH:21][CH2:20][C:19]1[CH:18]=[CH:17][C:16]([O:15][C:14]([F:13])([F:27])[F:26])=[CH:25][CH:24]=1)=[O:23])[CH:8]=[CH:7][CH:6]=2, predict the reactants needed to synthesize it. The reactants are: [CH3:1][C:2]1[N:3]=[N:4][C:5]2[CH:6]=[CH:7][CH:8]=[C:9]([NH2:12])[C:10]=2[CH:11]=1.[F:13][C:14]([F:27])([F:26])[O:15][C:16]1[CH:25]=[CH:24][C:19]([CH2:20][N:21]=[C:22]=[O:23])=[CH:18][CH:17]=1. (4) Given the product [S:16]1[CH:17]=[CH:18][N:19]=[C:15]1[CH2:14][NH:13][C:7]1[C:6]2[C:10](=[CH:11][CH:12]=[C:4]([NH2:1])[CH:5]=2)[NH:9][N:8]=1, predict the reactants needed to synthesize it. The reactants are: [N+:1]([C:4]1[CH:5]=[C:6]2[C:10](=[CH:11][CH:12]=1)[NH:9][N:8]=[C:7]2[NH:13][CH2:14][C:15]1[S:16][CH:17]=[CH:18][N:19]=1)([O-])=O. (5) Given the product [Br:6][C:7]1[N:8]([C:17]2[C:26]3[C:21](=[CH:22][CH:23]=[CH:24][CH:25]=3)[C:20]([CH:27]3[CH2:29][CH2:28]3)=[CH:19][CH:18]=2)[C:9]([S:12][CH2:13][C:14]([O:16][CH2:40][CH:38]([OH:39])[CH:36]2[CH:34]([OH:35])[CH:32]([OH:33])[CH:31]([OH:30])[O:37]2)=[O:15])=[N:10][N:11]=1, predict the reactants needed to synthesize it. The reactants are: P(Cl)(Cl)(Cl)=O.[Br:6][C:7]1[N:8]([C:17]2[C:26]3[C:21](=[CH:22][CH:23]=[CH:24][CH:25]=3)[C:20]([CH:27]3[CH2:29][CH2:28]3)=[CH:19][CH:18]=2)[C:9]([S:12][CH2:13][C:14]([OH:16])=[O:15])=[N:10][N:11]=1.[OH:30][CH:31]1[O:37][C@H:36]([C@@H:38]([CH2:40]O)[OH:39])[C@H:34]([OH:35])[C@H:32]1[OH:33]. (6) Given the product [CH:1]1([N:6]2[CH2:11][CH2:12][C:13]3[C:18](=[CH:17][C:16]([O:19][CH3:20])=[CH:15][CH:14]=3)[C:7]2=[O:8])[CH2:5][CH2:4][CH2:3][CH2:2]1, predict the reactants needed to synthesize it. The reactants are: [CH:1]1([N:6]([CH2:11][CH2:12][C:13]2[CH:18]=[CH:17][C:16]([O:19][CH3:20])=[CH:15][CH:14]=2)[C:7](=O)[O:8]C)[CH2:5][CH2:4][CH2:3][CH2:2]1.O=P12OP3(OP(OP(O3)(O1)=O)(=O)O2)=O. (7) Given the product [OH:1][CH2:2][CH2:3][C:4]([N:8]1[CH2:13][CH2:12][C:11]([C:14]2[C:15]([F:41])=[CH:16][C:17]([N:21]3[CH2:25][C@H:24]([CH2:26][NH:27][C:35]4[CH:39]=[CH:38][O:37][N:36]=4)[O:23][C:22]3=[O:40])=[CH:18][C:19]=2[F:20])=[CH:10][CH2:9]1)=[O:6], predict the reactants needed to synthesize it. The reactants are: [OH:1][CH2:2][CH2:3][C:4]([OH:6])=O.Cl.[NH:8]1[CH2:13][CH2:12][C:11]([C:14]2[C:19]([F:20])=[CH:18][C:17]([N:21]3[CH2:25][C@H:24]([CH2:26][N:27]([C:35]4[CH:39]=[CH:38][O:37][N:36]=4)C(OC(C)(C)C)=O)[O:23][C:22]3=[O:40])=[CH:16][C:15]=2[F:41])=[CH:10][CH2:9]1.F[P-](F)(F)(F)(F)F.N1(OC(N(C)C)=[N+](C)C)C2C=CC=CC=2N=N1.C(N(CC)C(C)C)(C)C. (8) The reactants are: [CH2:1]([O:8][C:9](=[O:17])[NH:10][C:11]([CH3:16])([CH2:13][CH2:14][OH:15])[CH3:12])[C:2]1[CH:7]=[CH:6][CH:5]=[CH:4][CH:3]=1.CC(OI1(OC(C)=O)(OC(C)=O)OC(=O)C2C1=CC=CC=2)=O. Given the product [CH2:1]([O:8][C:9](=[O:17])[NH:10][C:11]([CH3:12])([CH2:13][CH:14]=[O:15])[CH3:16])[C:2]1[CH:7]=[CH:6][CH:5]=[CH:4][CH:3]=1, predict the reactants needed to synthesize it. (9) Given the product [NH2:1][C:2]1[CH:7]=[CH:6][CH:5]=[CH:4][C:3]=1[NH:8][C:9](=[O:28])[C:10]1[CH:15]=[CH:14][C:13]([CH2:16][N:17]2[CH2:25][C:24]3[C:19](=[CH:20][CH:21]=[C:22]([C:32]4[CH:33]=[C:34]([CH3:36])[CH:35]=[C:30]([CH3:29])[CH:31]=4)[CH:23]=3)[C:18]2=[O:27])=[CH:12][CH:11]=1, predict the reactants needed to synthesize it. The reactants are: [NH2:1][C:2]1[CH:7]=[CH:6][CH:5]=[CH:4][C:3]=1[NH:8][C:9](=[O:28])[C:10]1[CH:15]=[CH:14][C:13]([CH2:16][N:17]2[CH2:25][C:24]3[C:19](=[CH:20][CH:21]=[C:22](Br)[CH:23]=3)[C:18]2=[O:27])=[CH:12][CH:11]=1.[CH3:29][C:30]1[CH:31]=[C:32](B(O)O)[CH:33]=[C:34]([CH3:36])[CH:35]=1.